From a dataset of Peptide-MHC class II binding affinity with 134,281 pairs from IEDB. Regression. Given a peptide amino acid sequence and an MHC pseudo amino acid sequence, predict their binding affinity value. This is MHC class II binding data. (1) The peptide sequence is KTMAVCTNAKVTAKG. The MHC is HLA-DQA10101-DQB10501 with pseudo-sequence HLA-DQA10101-DQB10501. The binding affinity (normalized) is 0.0617. (2) The peptide sequence is QLSALWARFPLPVIP. The MHC is HLA-DPA10201-DPB11401 with pseudo-sequence HLA-DPA10201-DPB11401. The binding affinity (normalized) is 0.227.